From a dataset of Full USPTO retrosynthesis dataset with 1.9M reactions from patents (1976-2016). Predict the reactants needed to synthesize the given product. (1) Given the product [Cl:29][C:2]1[S:1][C:5]2[CH:6]=[C:7]([N:10]3[CH2:15][CH2:14][N:13]([C:16]([O:18][C:19]([CH3:22])([CH3:21])[CH3:20])=[O:17])[C@H:12]([CH3:23])[CH2:11]3)[CH:8]=[CH:9][C:4]=2[CH:3]=1, predict the reactants needed to synthesize it. The reactants are: [S:1]1[C:5]2[CH:6]=[C:7]([N:10]3[CH2:15][CH2:14][N:13]([C:16]([O:18][C:19]([CH3:22])([CH3:21])[CH3:20])=[O:17])[C@H:12]([CH3:23])[CH2:11]3)[CH:8]=[CH:9][C:4]=2[CH:3]=[CH:2]1.C([Li])(C)(C)C.[Cl:29]N1C(=O)CCC1=O. (2) Given the product [O:21]=[C:17]1[CH2:18][CH2:19][CH2:20][N:16]1[C:6]1[CH:5]=[C:4]([CH:9]=[C:8]([N:10]2[CH2:14][CH2:13][CH2:12][C:11]2=[O:15])[CH:7]=1)[C:3]([OH:22])=[O:2], predict the reactants needed to synthesize it. The reactants are: C[O:2][C:3](=[O:22])[C:4]1[CH:9]=[C:8]([N:10]2[CH2:14][CH2:13][CH2:12][C:11]2=[O:15])[CH:7]=[C:6]([N:16]2[CH2:20][CH2:19][CH2:18][C:17]2=[O:21])[CH:5]=1.[Li+].[OH-].O. (3) Given the product [F:1][C:2]1[CH:10]=[CH:9][C:8]2[N:7]([C:21]3[C:22]([CH3:33])=[N:23][C:24]([N:27]4[CH2:31][CH2:30][C@H:29]([OH:32])[CH2:28]4)=[N:25][CH:26]=3)[C:6]3[CH:11]=[N:12][N:13]([CH:14]4[CH2:19][CH2:18][CH2:17][CH2:16][O:15]4)[C:5]=3[C:4]=2[CH:3]=1, predict the reactants needed to synthesize it. The reactants are: [F:1][C:2]1[CH:10]=[CH:9][C:8]2[NH:7][C:6]3[CH:11]=[N:12][N:13]([CH:14]4[CH2:19][CH2:18][CH2:17][CH2:16][O:15]4)[C:5]=3[C:4]=2[CH:3]=1.Br[C:21]1[C:22]([CH3:33])=[N:23][C:24]([N:27]2[CH2:31][CH2:30][C@H:29]([OH:32])[CH2:28]2)=[N:25][CH:26]=1.C([O-])([O-])=O.[Cs+].[Cs+].